From a dataset of Full USPTO retrosynthesis dataset with 1.9M reactions from patents (1976-2016). Predict the reactants needed to synthesize the given product. (1) Given the product [NH2:40][C:41]1[CH:49]=[CH:48][C:47]([Cl:51])=[C:46]2[C:42]=1[CH2:43][N:44]([CH2:53][CH2:54][O:55][CH3:56])[C:45]2=[O:52], predict the reactants needed to synthesize it. The reactants are: NC1C=CC=C2C=1CN(CCOC)C2=O.C1C(=O)N(Cl)C(=O)C1.NC1C(Cl)=CC=C2C=1CN(CCOC)C2=O.[NH2:40][C:41]1[C:49](Cl)=[CH:48][C:47]([Cl:51])=[C:46]2[C:42]=1[CH2:43][N:44]([CH2:53][CH2:54][O:55][CH3:56])[C:45]2=[O:52]. (2) Given the product [CH2:1]([N:8]1[CH2:17][CH2:16][C:15]2[C:10](=[C:11]([F:18])[CH:12]=[CH:13][CH:14]=2)[CH:9]1[C:19]1[CH:20]=[CH:21][C:22]([C:25]([F:28])([F:26])[F:27])=[CH:23][CH:24]=1)[C:2]1[CH:7]=[CH:6][CH:5]=[CH:4][CH:3]=1, predict the reactants needed to synthesize it. The reactants are: [CH2:1]([N:8]1[CH:17]=[CH:16][C:15]2[C:10](=[C:11]([F:18])[CH:12]=[CH:13][CH:14]=2)[CH:9]1[C:19]1[CH:24]=[CH:23][C:22]([C:25]([F:28])([F:27])[F:26])=[CH:21][CH:20]=1)[C:2]1[CH:7]=[CH:6][CH:5]=[CH:4][CH:3]=1.[BH4-].[Na+].C(O)(=O)C. (3) Given the product [Cl:1][C:2]1[N:7]=[C:6]2[CH:8]=[C:9]([C:20]3[O:21][CH:22]=[CH:23][N:24]=3)[NH:10][C:5]2=[CH:4][CH:3]=1, predict the reactants needed to synthesize it. The reactants are: [Cl:1][C:2]1[N:7]=[C:6]2[CH:8]=[C:9]([C:20]3[O:21][CH:22]=[CH:23][N:24]=3)[N:10](S(C3C=CC=CC=3)(=O)=O)[C:5]2=[CH:4][CH:3]=1.[OH-].[Na+]. (4) The reactants are: [F:1][C:2]1[CH:7]=[CH:6][CH:5]=[C:4](F)[C:3]=1[N+:9]([O-:11])=[O:10].[CH3:12][NH2:13]. Given the product [F:1][C:2]1[C:3]([N+:9]([O-:11])=[O:10])=[C:4]([NH:13][CH3:12])[CH:5]=[CH:6][CH:7]=1, predict the reactants needed to synthesize it. (5) Given the product [NH2:78][CH2:77][C@H:74]1[CH2:75][CH2:76][C@H:71]([CH2:70][O:3][CH2:4][C:5]2[C:13]3[C:12](=[O:14])[NH:11][C:10]([C:15]([NH:17][CH2:18][C:19]4[CH:24]=[CH:23][CH:22]=[C:21]([O:25][CH3:26])[CH:20]=4)=[O:16])=[N:9][C:8]=3[S:7][CH:6]=2)[CH2:72][CH2:73]1, predict the reactants needed to synthesize it. The reactants are: [H-].[Na+].[OH:3][CH2:4][C:5]1[C:13]2[C:12](=[O:14])[NH:11][C:10]([C:15]([NH:17][CH2:18][C:19]3[CH:24]=[CH:23][CH:22]=[C:21]([O:25][CH3:26])[CH:20]=3)=[O:16])=[N:9][C:8]=2[S:7][CH:6]=1.N[C@H]1CC[C@H](COCC2C3C(=O)NC(C(NCC4C=CC=C(OC)C=4)=O)=NC=3SC=2)CC1.CC1C=CC(S(O[CH2:70][C@H:71]2[CH2:76][CH2:75][C@H:74]([CH2:77][NH:78]C(OC(C)(C)C)=O)[CH2:73][CH2:72]2)(=O)=O)=CC=1. (6) Given the product [CH2:53]([O:52][C:49](=[O:51])[CH:23]=[C:22]([N:14]1[C:15]2[C:11](=[CH:10][C:9]([O:8][CH2:1][C:2]3[CH:3]=[CH:4][CH:5]=[CH:6][CH:7]=3)=[CH:17][CH:16]=2)[CH:12]=[CH:13]1)[C:24]1[CH:25]=[CH:26][CH:27]=[CH:28][CH:29]=1)[CH3:54], predict the reactants needed to synthesize it. The reactants are: [CH2:1]([O:8][C:9]1[CH:10]=[C:11]2[C:15](=[CH:16][CH:17]=1)[NH:14][CH:13]=[CH:12]2)[C:2]1[CH:7]=[CH:6][CH:5]=[CH:4][CH:3]=1.C(OC(=O)[CH:22]([C:24]1[CH:29]=[CH:28][CH:27]=[CH:26][CH:25]=1)[CH3:23])C.[F-].C([N+](CCCC)(CCCC)CCCC)CCC.[C:49]([O:52][CH2:53][CH3:54])(=[O:51])C.CCCCCC.